Dataset: Reaction yield outcomes from USPTO patents with 853,638 reactions. Task: Predict the reaction yield, written as a fraction of the theoretical maximum amount of product (1.0 means a 100% yield; for example, 0.34 means a 34% yield). (1) The reactants are [C:1]([C:4]1[C:9](=[O:10])[C:8]([O:11][CH3:12])=[CH:7][N:6]([C:13]2[CH:18]=[C:17]([F:19])[C:16]([Br:20])=[CH:15][C:14]=2[F:21])[N:5]=1)(=O)[CH3:2].[CH3:22]OC(OC)N(C)C.[C:30]1([NH:36][NH2:37])[CH:35]=[CH:34][CH:33]=[CH:32][CH:31]=1. No catalyst specified. The product is [Br:20][C:16]1[C:17]([F:19])=[CH:18][C:13]([N:6]2[CH:7]=[C:8]([O:11][CH3:12])[C:9](=[O:10])[C:4]([C:1]3[N:36]([C:30]4[CH:35]=[CH:34][CH:33]=[CH:32][CH:31]=4)[N:37]=[CH:22][CH:2]=3)=[N:5]2)=[C:14]([F:21])[CH:15]=1. The yield is 0.230. (2) The reactants are C[O:2][C:3]([C:5]1[S:6][C:7]([C:25]2[CH:30]=[CH:29][CH:28]=[CH:27][CH:26]=2)=[CH:8][C:9]=1[N:10]([C:21]([CH3:24])([CH3:23])[CH3:22])[C:11](=[O:20])[C:12]1[CH:17]=[CH:16][C:15]([Cl:18])=[CH:14][C:13]=1[Cl:19])=[O:4].[Li+].[OH-]. The catalyst is C1COCC1.CO.O. The product is [C:21]([N:10]([C:11](=[O:20])[C:12]1[CH:17]=[CH:16][C:15]([Cl:18])=[CH:14][C:13]=1[Cl:19])[C:9]1[CH:8]=[C:7]([C:25]2[CH:26]=[CH:27][CH:28]=[CH:29][CH:30]=2)[S:6][C:5]=1[C:3]([OH:4])=[O:2])([CH3:24])([CH3:22])[CH3:23]. The yield is 0.290. (3) The reactants are [NH:1]1[CH2:7][CH2:6][CH2:5][CH2:4][C:3]2[CH:8]=[CH:9][CH:10]=[CH:11][C:2]1=2.[N+:12]([O-])([O-:14])=[O:13].[K+].N. The catalyst is OS(O)(=O)=O. The product is [N+:12]([C:10]1[CH:9]=[CH:8][C:3]2[CH2:4][CH2:5][CH2:6][CH2:7][NH:1][C:2]=2[CH:11]=1)([O-:14])=[O:13]. The yield is 0.510. (4) The reactants are O[O:2][S:3]([O-:5])=O.[K+].[Br:7][C:8]1[C:9]([CH3:17])=[N:10][N:11]([CH2:14]SC)[C:12]=1[CH3:13].[CH3:18]O.O. No catalyst specified. The product is [Br:7][C:8]1[C:9]([CH3:17])=[N:10][N:11]([CH2:14][S:3]([CH3:18])(=[O:5])=[O:2])[C:12]=1[CH3:13]. The yield is 0.410. (5) The reactants are [C:1]([C:5]1[CH:9]=[C:8]([NH:10][C:11]([NH:13][C:14]2[CH:19]=[CH:18][C:17]([O:20][C:21]3[CH:26]=[CH:25][N:24]=[CH:23][CH:22]=3)=[CH:16][CH:15]=2)=[O:12])[N:7]([C:27]2[CH:32]=[CH:31][C:30]([CH2:33][C:34]([O:36]CC)=[O:35])=[CH:29][CH:28]=2)[N:6]=1)([CH3:4])([CH3:3])[CH3:2].[Li+].[OH-]. The catalyst is C1COCC1.O.CCO.Cl. The product is [C:1]([C:5]1[CH:9]=[C:8]([NH:10][C:11]([NH:13][C:14]2[CH:19]=[CH:18][C:17]([O:20][C:21]3[CH:26]=[CH:25][N:24]=[CH:23][CH:22]=3)=[CH:16][CH:15]=2)=[O:12])[N:7]([C:27]2[CH:28]=[CH:29][C:30]([CH2:33][C:34]([OH:36])=[O:35])=[CH:31][CH:32]=2)[N:6]=1)([CH3:4])([CH3:2])[CH3:3]. The yield is 0.920. (6) The reactants are C(N(CC)CC)C.Cl.[OH:9][C@H:10]1[CH2:14][N:13]([CH3:15])[C@H:12]([C:16]([O:18][CH3:19])=[O:17])[CH2:11]1.[S:20](Cl)([CH3:23])(=[O:22])=[O:21].C(=O)([O-])O.[Na+]. The catalyst is O1CCCC1.C(OCC)(=O)C. The product is [CH3:23][S:20]([O:9][C@H:10]1[CH2:14][N:13]([CH3:15])[C@H:12]([C:16]([O:18][CH3:19])=[O:17])[CH2:11]1)(=[O:22])=[O:21]. The yield is 0.830.